This data is from Reaction yield outcomes from USPTO patents with 853,638 reactions. The task is: Predict the reaction yield, written as a fraction of the theoretical maximum amount of product (1.0 means a 100% yield; for example, 0.34 means a 34% yield). (1) The reactants are Cl.[C:2]([C:4]1[CH:5]=[C:6]([N:10]2[CH2:15][C@@H:14]3[CH2:16][C@H:11]2[CH2:12][N:13]3[C:17]2[CH:29]=[CH:28][C:20]([C:21]([O:23]C(C)(C)C)=[O:22])=[CH:19][CH:18]=2)[CH:7]=[CH:8][CH:9]=1)#[N:3]. The catalyst is [N+](C)([O-])=O. The product is [C:2]([C:4]1[CH:5]=[C:6]([N:10]2[CH2:15][C@@H:14]3[CH2:16][C@H:11]2[CH2:12][N:13]3[C:17]2[CH:29]=[CH:28][C:20]([C:21]([OH:23])=[O:22])=[CH:19][CH:18]=2)[CH:7]=[CH:8][CH:9]=1)#[N:3]. The yield is 0.390. (2) The reactants are C[Al](C)C.[CH3:5][O:6][C:7]1[CH:8]=[C:9]([CH2:15][CH2:16][C:17]2[CH:18]=[C:19]([NH2:22])[NH:20][N:21]=2)[CH:10]=[C:11]([O:13][CH3:14])[CH:12]=1.[CH2:23]1[CH:28]2[CH2:29][CH2:30][CH2:31][CH2:32][N:27]2[CH2:26][CH2:25][N:24]1[C:33]1[N:38]=[CH:37][C:36]([C:39](OC)=[O:40])=[CH:35][N:34]=1. The catalyst is C1(C)C=CC=CC=1. The product is [CH2:23]1[CH:28]2[CH2:29][CH2:30][CH2:31][CH2:32][N:27]2[CH2:26][CH2:25][N:24]1[C:33]1[N:38]=[CH:37][C:36]([C:39]([NH:22][C:19]2[NH:20][N:21]=[C:17]([CH2:16][CH2:15][C:9]3[CH:8]=[C:7]([O:6][CH3:5])[CH:12]=[C:11]([O:13][CH3:14])[CH:10]=3)[CH:18]=2)=[O:40])=[CH:35][N:34]=1. The yield is 0.420. (3) The reactants are [Cl:1][C:2]1[C:3]([N+:14]([O-])=O)=[C:4]([NH:8][C:9](=O)[CH2:10][O:11][CH3:12])[CH:5]=[CH:6][CH:7]=1.O.O.[Sn](Cl)(Cl)(Cl)Cl.[OH-].[Na+]. The catalyst is C(O)C. The product is [Cl:1][C:2]1[C:3]2[NH:14][C:9]([CH2:10][O:11][CH3:12])=[N:8][C:4]=2[CH:5]=[CH:6][CH:7]=1. The yield is 0.980.